From a dataset of Reaction yield outcomes from USPTO patents with 853,638 reactions. Predict the reaction yield, written as a fraction of the theoretical maximum amount of product (1.0 means a 100% yield; for example, 0.34 means a 34% yield). (1) The reactants are [NH2:1][C@@H:2]([CH3:19])[CH2:3][N:4]1[CH:8]=[CH:7][C:6]([C:9]2[CH:16]=[CH:15][C:12]([C:13]#[N:14])=[C:11]([Cl:17])[C:10]=2[CH3:18])=[N:5]1.[Br:20][C:21]1[O:22][CH:23]=[C:24]([C:26](O)=[O:27])[N:25]=1. No catalyst specified. The product is [Br:20][C:21]1[O:22][CH:23]=[C:24]([C:26]([NH:1][C@@H:2]([CH3:19])[CH2:3][N:4]2[CH:8]=[CH:7][C:6]([C:9]3[CH:16]=[CH:15][C:12]([C:13]#[N:14])=[C:11]([Cl:17])[C:10]=3[CH3:18])=[N:5]2)=[O:27])[N:25]=1. The yield is 0.0620. (2) The reactants are [CH:1]1([CH2:4][CH2:5][C:6]2([CH3:19])[C:15]3[C:10](=[CH:11][CH:12]=[CH:13][CH:14]=3)[C:9](=[O:16])[CH:8]=[C:7]2[O:17]C)[CH2:3][CH2:2]1.[OH-].[Na+].Cl. The catalyst is O1CCOCC1.O. The product is [CH:1]1([CH2:4][CH2:5][C:6]2([CH3:19])[C:15]3[C:10](=[CH:11][CH:12]=[CH:13][CH:14]=3)[C:9]([OH:16])=[CH:8][C:7]2=[O:17])[CH2:3][CH2:2]1. The yield is 0.640. (3) The reactants are Cl.[CH:2]1[C:15]2[NH:14][C:13]3[C:8](=[CH:9][CH:10]=[CH:11][CH:12]=3)[S:7][C:6]=2[CH:5]=[CH:4][C:3]=1[C:16]1[N:17]=[C:18]([CH2:21][NH2:22])[S:19][CH:20]=1.[C:23](Cl)(=[O:27])[CH2:24][CH2:25][CH3:26].C(Cl)(=O)C. No catalyst specified. The product is [CH:2]1[C:15]2[NH:14][C:13]3[C:8](=[CH:9][CH:10]=[CH:11][CH:12]=3)[S:7][C:6]=2[CH:5]=[CH:4][C:3]=1[C:16]1[N:17]=[C:18]([CH2:21][NH:22][C:23](=[O:27])[CH2:24][CH2:25][CH3:26])[S:19][CH:20]=1. The yield is 0.472. (4) The reactants are [NH2:1][CH2:2][C@@H:3]([C:12]1[CH:21]=[CH:20][C:19]([O:22][CH2:23][C:24]2[CH:29]=[CH:28][CH:27]=[CH:26][CH:25]=2)=[C:18]2[C:13]=1[CH:14]=[CH:15][C:16](=[O:30])[NH:17]2)[O:4][Si:5]([C:8]([CH3:11])([CH3:10])[CH3:9])([CH3:7])[CH3:6].[CH:31]([C:33]1[CH:42]=[CH:41][C:36]([C:37]([O:39][CH3:40])=[O:38])=[CH:35][CH:34]=1)=O.S([O-])([O-])(=O)=O.[Mg+2].[BH4-].[Na+]. The catalyst is C(Cl)Cl. The product is [CH2:23]([O:22][C:19]1[CH:20]=[CH:21][C:12]([C@@H:3]([O:4][Si:5]([C:8]([CH3:11])([CH3:10])[CH3:9])([CH3:7])[CH3:6])[CH2:2][NH:1][CH2:31][C:33]2[CH:42]=[CH:41][C:36]([C:37]([O:39][CH3:40])=[O:38])=[CH:35][CH:34]=2)=[C:13]2[C:18]=1[NH:17][C:16](=[O:30])[CH:15]=[CH:14]2)[C:24]1[CH:29]=[CH:28][CH:27]=[CH:26][CH:25]=1. The yield is 0.830.